From a dataset of Reaction yield outcomes from USPTO patents with 853,638 reactions. Predict the reaction yield, written as a fraction of the theoretical maximum amount of product (1.0 means a 100% yield; for example, 0.34 means a 34% yield). (1) The reactants are Br[C:2]1[C:7](=[O:8])[N:6]([CH2:9][C:10]2[CH:15]=[CH:14][C:13]([C:16]3[C:17]([C:22]#[N:23])=[CH:18][CH:19]=[CH:20][CH:21]=3)=[CH:12][CH:11]=2)[C:5]([CH2:24][CH2:25][CH3:26])=[N:4][C:3]=1[CH2:27][CH3:28].[F:29][C:30]([F:42])([F:41])[O:31][C:32]1[CH:37]=[CH:36][C:35](B(O)O)=[CH:34][CH:33]=1.C(=O)([O-])[O-].[Cs+].[Cs+]. The catalyst is O1CCOCC1.C(OCC)(=O)C.C1C=CC(P(C2C=CC=CC=2)[C-]2C=CC=C2)=CC=1.C1C=CC(P(C2C=CC=CC=2)[C-]2C=CC=C2)=CC=1.Cl[Pd]Cl.[Fe+2]. The product is [CH2:27]([C:3]1[N:4]=[C:5]([CH2:24][CH2:25][CH3:26])[N:6]([CH2:9][C:10]2[CH:11]=[CH:12][C:13]([C:16]3[C:17]([C:22]#[N:23])=[CH:18][CH:19]=[CH:20][CH:21]=3)=[CH:14][CH:15]=2)[C:7](=[O:8])[C:2]=1[C:35]1[CH:34]=[CH:33][C:32]([O:31][C:30]([F:29])([F:41])[F:42])=[CH:37][CH:36]=1)[CH3:28]. The yield is 0.950. (2) The reactants are [CH3:1][O:2][C:3]1[CH:8]=[CH:7][C:6]([CH2:9][C:10]([OH:12])=O)=[CH:5][CH:4]=1.[CH3:13][NH:14][CH3:15]. The catalyst is S(Cl)(Cl)=O.ClCCl. The product is [CH3:1][O:2][C:3]1[CH:8]=[CH:7][C:6]([CH2:9][C:10]([N:14]([CH3:15])[CH3:13])=[O:12])=[CH:5][CH:4]=1. The yield is 0.800. (3) The reactants are [Cl:1][C:2]1[CH:3]=[CH:4][N:5]2[CH:10]=[C:9]([CH:11](O)[CH3:12])[N:8]([C:14]3[CH:19]=[CH:18][CH:17]=[C:16]([F:20])[CH:15]=3)[C:7](=[O:21])[C:6]=12.C1C=CC(P([N:36]=[N+:37]=[N-:38])(C2C=CC=CC=2)=O)=CC=1.C1CCN2C(=NCCC2)CC1. The catalyst is C1COCC1. The product is [N:36]([CH:11]([C:9]1[N:8]([C:14]2[CH:19]=[CH:18][CH:17]=[C:16]([F:20])[CH:15]=2)[C:7](=[O:21])[C:6]2[N:5]([CH:4]=[CH:3][C:2]=2[Cl:1])[CH:10]=1)[CH3:12])=[N+:37]=[N-:38]. The yield is 0.390. (4) The reactants are [O:1]1[C:5]2([CH2:10][CH2:9][CH:8]([NH:11][C:12]3[NH:16][N:15]=[CH:14][CH:13]=3)[CH2:7][CH2:6]2)[O:4][CH2:3][CH2:2]1.N12CCCN=C1CCCCC2.[C:28]([C:30]1[CH:35]=[CH:34][CH:33]=[CH:32][C:31]=1[C:36]1[CH:41]=[CH:40][C:39]([CH2:42][CH:43]([C:48](=O)[CH2:49][CH2:50][CH2:51][CH3:52])[C:44](OC)=[O:45])=[CH:38][C:37]=1[F:54])#[N:29].C(OCC)(=O)C. The catalyst is CCN(C1C=CC=CC=1)CC.O. The product is [CH2:49]([C:48]1[N:16]2[N:15]=[CH:14][CH:13]=[C:12]2[N:11]([CH:8]2[CH2:7][CH2:6][C:5]3([O:4][CH2:3][CH2:2][O:1]3)[CH2:10][CH2:9]2)[C:44](=[O:45])[C:43]=1[CH2:42][C:39]1[CH:40]=[CH:41][C:36]([C:31]2[C:30]([C:28]#[N:29])=[CH:35][CH:34]=[CH:33][CH:32]=2)=[C:37]([F:54])[CH:38]=1)[CH2:50][CH2:51][CH3:52]. The yield is 0.870. (5) The reactants are [CH3:1][O:2][C:3](=[O:15])[C:4]1[CH:9]=[CH:8][CH:7]=[C:6]([C:10]([F:13])([F:12])[F:11])[C:5]=1[CH3:14].[Br:16]N1C(=O)CCC1=O.C(OCC)(=O)C.CCCCCC. The catalyst is C1C=CC=CC=1.C(OOC(=O)C1C=CC=CC=1)(=O)C1C=CC=CC=1. The product is [CH3:1][O:2][C:3](=[O:15])[C:4]1[CH:9]=[CH:8][CH:7]=[C:6]([C:10]([F:12])([F:11])[F:13])[C:5]=1[CH2:14][Br:16]. The yield is 0.810.